From a dataset of Catalyst prediction with 721,799 reactions and 888 catalyst types from USPTO. Predict which catalyst facilitates the given reaction. (1) The catalyst class is: 390. Reactant: [F:1][C:2]1[CH:3]=[C:4]([C:8]2[N:13]=[CH:12][C:11]([C:14]([NH:16][C@H:17]3[C@@H:21]([OH:22])[CH2:20][N:19](C(OC(C)(C)C)=O)[CH2:18]3)=[O:15])=[CH:10][N:9]=2)[CH:5]=[CH:6][CH:7]=1.[C:30]([OH:36])([C:32]([F:35])([F:34])[F:33])=[O:31]. Product: [OH:36][C:30]([C:32]([F:35])([F:34])[F:33])=[O:31].[F:1][C:2]1[CH:3]=[C:4]([C:8]2[N:13]=[CH:12][C:11]([C:14]([NH:16][C@H:17]3[C@@H:21]([OH:22])[CH2:20][NH:19][CH2:18]3)=[O:15])=[CH:10][N:9]=2)[CH:5]=[CH:6][CH:7]=1. (2) Reactant: [O:1]1[CH2:6][CH2:5][N:4]([C:7]2[CH:12]=[C:11]([NH2:13])[CH:10]=[CH:9][N:8]=2)[CH2:3][CH2:2]1.CN(/[CH:17]=[C:18]1/[C:19](=[O:26])[O:20][C:21]([CH3:25])=[CH:22][C:23]/1=[O:24])C.CC([O-])(C)C.[K+]. Product: [CH3:25][C:21]1[N:13]([C:11]2[CH:10]=[CH:9][N:8]=[C:7]([N:4]3[CH2:5][CH2:6][O:1][CH2:2][CH2:3]3)[CH:12]=2)[CH:17]=[C:18]([C:19]([OH:26])=[O:20])[C:23](=[O:24])[CH:22]=1. The catalyst class is: 32. (3) Reactant: [Cl:1][C:2]1[CH:7]=[CH:6][C:5]([C:8]2[C:9](=[O:18])[NH:10][C:11]3([CH2:17][CH2:16][CH2:15][CH2:14][CH2:13]3)[N:12]=2)=[CH:4][CH:3]=1.[H-].[Na+].Br[CH2:22][C:23]([C:25]1[CH:30]=[CH:29][CH:28]=[C:27]([C:31]([F:34])([F:33])[F:32])[CH:26]=1)=[O:24]. Product: [Cl:1][C:2]1[CH:3]=[CH:4][C:5]([C:8]2[C:9](=[O:18])[N:10]([CH2:22][C:23](=[O:24])[C:25]3[CH:30]=[CH:29][CH:28]=[C:27]([C:31]([F:32])([F:33])[F:34])[CH:26]=3)[C:11]3([CH2:17][CH2:16][CH2:15][CH2:14][CH2:13]3)[N:12]=2)=[CH:6][CH:7]=1. The catalyst class is: 163.